This data is from Full USPTO retrosynthesis dataset with 1.9M reactions from patents (1976-2016). The task is: Predict the reactants needed to synthesize the given product. (1) Given the product [CH:7]1([CH2:13][CH:14]([CH3:18])[CH2:15][CH:16]=[O:17])[CH2:12][CH2:11][CH2:10][CH2:9][CH2:8]1, predict the reactants needed to synthesize it. The reactants are: C([O-])(O)=O.[Na+].O.[CH:7]1([CH2:13][CH:14]([CH3:18])[CH2:15][CH2:16][OH:17])[CH2:12][CH2:11][CH2:10][CH2:9][CH2:8]1.[O-]Cl.[Na+]. (2) Given the product [Cl:1][C:2]1[CH:25]=[C:24]([Cl:26])[CH:23]=[CH:22][C:3]=1[O:4][C:5]1[C:10]([CH2:11][CH2:12][CH2:13][OH:14])=[CH:9][CH:8]=[C:7]([O:18][CH:19]([CH3:21])[CH3:20])[N:6]=1, predict the reactants needed to synthesize it. The reactants are: [Cl:1][C:2]1[CH:25]=[C:24]([Cl:26])[CH:23]=[CH:22][C:3]=1[O:4][C:5]1[C:10]([CH2:11][CH2:12][C:13](OCC)=[O:14])=[CH:9][CH:8]=[C:7]([O:18][CH:19]([CH3:21])[CH3:20])[N:6]=1.[H-].[Al+3].[Li+].[H-].[H-].[H-].O.O.O.O.O.O.O.O.O.O.S([O-])([O-])(=O)=O.[Na+].[Na+]. (3) The reactants are: [CH2:1]([O:5][C:6]1[CH:7]=[C:8]([OH:12])[CH:9]=[CH:10][CH:11]=1)[CH:2]([CH3:4])[CH3:3].Br[CH2:14][C:15]([O:17][CH2:18][CH3:19])=[O:16].C([O-])([O-])=O.[K+].[K+]. Given the product [CH2:1]([O:5][C:6]1[CH:7]=[C:8]([CH:9]=[CH:10][CH:11]=1)[O:12][CH2:14][C:15]([O:17][CH2:18][CH3:19])=[O:16])[CH:2]([CH3:4])[CH3:3], predict the reactants needed to synthesize it. (4) The reactants are: C(OC(=O)[NH:7][C:8]1[CH:13]=[C:12]([N:14]2[CH2:19][CH2:18][CH2:17][CH2:16][CH2:15]2)[C:11]([C:20]#[N:21])=[CH:10][C:9]=1[NH:22][C:23](=[O:39])[CH2:24][C:25]([C:27]1[CH:32]=[CH:31][CH:30]=[C:29]([C:33]2[O:37][N:36]=[C:35]([CH3:38])[CH:34]=2)[CH:28]=1)=O)(C)(C)C.C(O)(C(F)(F)F)=O. Given the product [CH3:38][C:35]1[CH:34]=[C:33]([C:29]2[CH:28]=[C:27]([C:25]3[CH2:24][C:23](=[O:39])[NH:22][C:9]4[CH:10]=[C:11]([C:20]#[N:21])[C:12]([N:14]5[CH2:19][CH2:18][CH2:17][CH2:16][CH2:15]5)=[CH:13][C:8]=4[N:7]=3)[CH:32]=[CH:31][CH:30]=2)[O:37][N:36]=1, predict the reactants needed to synthesize it. (5) The reactants are: Cl[C:2]1[C:3]([Cl:18])=[C:4]([C:7]([C:10]2[CH:15]=[CH:14][CH:13]=[C:12]([O:16][CH3:17])[CH:11]=2)=[CH:8][N:9]=1)[C:5]#[N:6].[NH2:19][C:20]1[C:21]([CH3:26])=[CH:22][CH:23]=[CH:24][CH:25]=1. Given the product [Cl:18][C:3]1[C:2]([NH:19][C:20]2[CH:25]=[CH:24][CH:23]=[CH:22][C:21]=2[CH3:26])=[N:9][CH:8]=[C:7]([C:10]2[CH:15]=[CH:14][CH:13]=[C:12]([O:16][CH3:17])[CH:11]=2)[C:4]=1[C:5]#[N:6], predict the reactants needed to synthesize it. (6) Given the product [CH2:3]([C:18]12[CH2:19][N:12]([CH2:5][C:6]3[CH:7]=[CH:8][CH:9]=[CH:10][CH:11]=3)[CH2:13][CH:14]1[CH2:15][O:16][C:17]2=[O:20])[CH:2]=[CH2:1], predict the reactants needed to synthesize it. The reactants are: [CH2:1](Br)[CH:2]=[CH2:3].[CH2:5]([N:12]1[CH2:19][C@H:18]2[C@H:14]([CH2:15][O:16][C:17]2=[O:20])[CH2:13]1)[C:6]1[CH:11]=[CH:10][CH:9]=[CH:8][CH:7]=1.C[Si](C)(C)[N-][Si](C)(C)C.[Li+].[Cl-].[NH4+]. (7) Given the product [CH3:16][CH:11]1[CH2:12][CH2:13][CH2:14][CH2:15][CH:10]1[C:8]1[S:7][N:6]=[C:5]([O:21][CH2:17][C:18]#[C:19][CH3:20])[N:9]=1, predict the reactants needed to synthesize it. The reactants are: CS([C:5]1[N:9]=[C:8]([CH:10]2[CH2:15][CH2:14][CH2:13][CH2:12][CH:11]2[CH3:16])[S:7][N:6]=1)(=O)=O.[CH2:17]([OH:21])[C:18]#[C:19][CH3:20].[H-].[Na+].